Dataset: Full USPTO retrosynthesis dataset with 1.9M reactions from patents (1976-2016). Task: Predict the reactants needed to synthesize the given product. Given the product [CH3:1][O:2][C:3](=[O:13])[C:4]1[CH:9]=[C:8]([NH:10][C:21](=[O:28])[C:22]2[CH:27]=[CH:26][CH:25]=[CH:24][CH:23]=2)[CH:7]=[CH:6][C:5]=1[O:11][CH3:12], predict the reactants needed to synthesize it. The reactants are: [CH3:1][O:2][C:3](=[O:13])[C:4]1[CH:9]=[C:8]([NH2:10])[CH:7]=[CH:6][C:5]=1[O:11][CH3:12].C(N(CC)CC)C.[C:21](Cl)(=[O:28])[C:22]1[CH:27]=[CH:26][CH:25]=[CH:24][CH:23]=1.